This data is from B-cell epitopes from IEDB database with 3,159 antigens for binding position prediction. The task is: Token-level Classification. Given an antigen amino acid sequence, predict which amino acid positions are active epitope sites capable of antibody binding. Output is a list of indices for active positions. (1) Given the antigen sequence: QKLPGNDNSTATPCLGHHAVPNGTLVETITNDQIEVTNATELVQSSSTGRICDSPHRILDGKNCTLIDALLGDPHCDGFQNEKWDLFIERSKAFSNCYPYDVPDYASLRSLVASSGTLEFINEGFNWTGVTQSGGSYACKRGSVNSFFSRLNWLYESEYKYPALNVTMPNNGKFDKLYIWGVHHPSTEKEQTNLYVRASGRVTVSTKRSQQTVIPNIGSRPWVRGLSSRISIYWTIVKPGDILLINSTGNLIAPRGYFKIRTGKSSIMRSDAPIGTCSSECITPNGSIPNDKPFQNVNKITYGACPRYVKQNTLKLATGMRNVPEKQTRGIFGAIAGFIENGWEGMVDGWYGFRHQNSEGTGQAADLKSTQAAIDQINGKLNRLIEKTNEKFHQIEKEFSEVEGRIQDLEKYVEDTKIDLWSYNAELLVALENQHTIDLTDSEMNKLFEKTRKQLRENAEDMGNGCFKIYHKCDNACIGSIRNGTYDHDVYRDEALNNRF..., which amino acid positions are active epitope sites? The epitope positions are: [321, 322, 323, 324, 325, 326, 327, 328, 329, 330, 331, 332, 333, 334, 335, 336, 337, 338, 339]. The amino acids at these positions are: NVPEKQTRGIFGAIAGFIE. (2) Given the antigen sequence: FFREDLAFPQRKAREFPSEQTRANSPTRGEIQAEQNRANSPTRGELQVWGGDSNSLSEAGANRQGTVSFSFPQITLWQRPLVTIKIGGQLKEALLDTGADDTVLEEMNLPGRWKPKMIGGIGGFIKVRQYDQIPIEICGQKAIGTVLIGPTPVNIIGRNLLTQIGCTLNFPISPIETVPVKLKPGMDGPKVKQWPLTEEKIKALVEICTEMEKEGKISKIGPENPYNTPVFAIKKKDSTKWRKLVDFRELNKRTQDFWEVQLGIPHPAGLKKKKSVTVLDVGDAYFSVPLDKEFRKYTAFTIPSINNATPGIRYQYNVLPQGWKGSPAIFQCSMTKILEPFKKQNPDIIIYQYMDDLYVASDLEIGQHRQKVEELREHLLKWGFTTPDKKHQKEPPFLWMGYELHPDKWTVQPIVLPEKDSWTVNDIQKLVGKLNWASQIYPXIKVRQLCKLLRGTKALTEVVPLTEEAELELAENREILKEPVHRVYYDPSKELIAEIQ..., which amino acid positions are active epitope sites? The epitope positions are: [601, 602, 603, 604, 605, 606, 607, 608, 609]. The amino acids at these positions are: EPIVGAETF.